Dataset: Catalyst prediction with 721,799 reactions and 888 catalyst types from USPTO. Task: Predict which catalyst facilitates the given reaction. (1) Reactant: [Br:1][C:2]1[CH:7]=[N:6][CH:5]=[C:4]2[N:8]([CH2:11][CH2:12][OH:13])[N:9]=[CH:10][C:3]=12.[H-].[Na+].[CH3:16]I. Product: [Br:1][C:2]1[CH:7]=[N:6][CH:5]=[C:4]2[N:8]([CH2:11][CH2:12][O:13][CH3:16])[N:9]=[CH:10][C:3]=12. The catalyst class is: 1. (2) Product: [CH:1]1([CH2:4][O:5][C:6]2[N:7]([C:16]3[CH:21]=[CH:20][C:19]([O:22][CH2:23][C:24]([F:25])([F:26])[F:27])=[CH:18][CH:17]=3)[C:8](=[O:15])[C:9]3[CH2:14][C:13](=[O:32])[NH:12][C:10]=3[N:11]=2)[CH2:3][CH2:2]1. Reactant: [CH:1]1([CH2:4][O:5][C:6]2[N:7]([C:16]3[CH:21]=[CH:20][C:19]([O:22][CH2:23][C:24]([F:27])([F:26])[F:25])=[CH:18][CH:17]=3)[C:8](=[O:15])[C:9]3[CH:14]=[CH:13][NH:12][C:10]=3[N:11]=2)[CH2:3][CH2:2]1.BrBr.S([O-])([O-])(=[O:32])=S.[Na+].[Na+]. The catalyst class is: 664. (3) Reactant: C[O:2][C:3](=[O:30])[CH2:4][N:5]1[C:13]2[C:8](=[CH:9][C:10]([F:14])=[CH:11][CH:12]=2)[C:7]([CH2:15][C:16]2[S:17][CH:18]=[CH:19][C:20]=2[S:21]([C:24]2[S:25][CH:26]=[CH:27][CH:28]=2)(=[O:23])=[O:22])=[C:6]1[CH3:29].O1CCCC1.[OH-].[Li+].Cl. Product: [F:14][C:10]1[CH:9]=[C:8]2[C:13](=[CH:12][CH:11]=1)[N:5]([CH2:4][C:3]([OH:30])=[O:2])[C:6]([CH3:29])=[C:7]2[CH2:15][C:16]1[S:17][CH:18]=[CH:19][C:20]=1[S:21]([C:24]1[S:25][CH:26]=[CH:27][CH:28]=1)(=[O:22])=[O:23]. The catalyst class is: 6. (4) Reactant: Cl.[OH:2][CH2:3][CH:4]([NH:7][C:8](=[O:26])[C:9]1[CH:14]=[CH:13][C:12]([O:15][CH2:16][CH2:17][CH2:18][CH:19]2[CH2:24][CH2:23][NH:22][CH2:21][CH2:20]2)=[N:11][C:10]=1[CH3:25])[CH2:5][OH:6].Cl[C:28]1[N:33]=[CH:32][C:31]([Cl:34])=[CH:30][N:29]=1.C1CCN2C(=NCCC2)CC1. Product: [Cl:34][C:31]1[CH:30]=[N:29][C:28]([N:22]2[CH2:23][CH2:24][CH:19]([CH2:18][CH2:17][CH2:16][O:15][C:12]3[CH:13]=[CH:14][C:9]([C:8]([NH:7][CH:4]([CH2:5][OH:6])[CH2:3][OH:2])=[O:26])=[C:10]([CH3:25])[N:11]=3)[CH2:20][CH2:21]2)=[N:33][CH:32]=1. The catalyst class is: 197. (5) Reactant: [CH3:1][C:2]1[CH:3]=[C:4]([CH:7]=[CH:8][C:9]=1[N+:10]([O-:12])=[O:11])[CH2:5]Cl.[F:13][C:14]([F:28])([F:27])[C:15]1[CH:20]=[CH:19][C:18]([N:21]2[C:25](=[O:26])[NH:24][N:23]=[N:22]2)=[CH:17][CH:16]=1.C(=O)([O-])[O-].[K+].[K+].O. Product: [CH3:1][C:2]1[CH:3]=[C:4]([CH:7]=[CH:8][C:9]=1[N+:10]([O-:12])=[O:11])[CH2:5][N:24]1[C:25](=[O:26])[N:21]([C:18]2[CH:17]=[CH:16][C:15]([C:14]([F:13])([F:28])[F:27])=[CH:20][CH:19]=2)[N:22]=[N:23]1. The catalyst class is: 3. (6) Reactant: [CH2:1]([O:3][C:4](=[O:29])[CH2:5][CH2:6][C:7]1[N:8]([C:19]2[CH:24]=[CH:23][C:22]([C:25](=[O:27])[NH2:26])=[CH:21][C:20]=2[CH3:28])[C:9]([C:12]2[CH:17]=[CH:16][C:15]([NH2:18])=[CH:14][CH:13]=2)=[CH:10][CH:11]=1)[CH3:2].[CH3:30]OC(OC)OC.[N-:37]=[N+:38]=[N-:39].[Na+]. Product: [CH2:1]([O:3][C:4](=[O:29])[CH2:5][CH2:6][C:7]1[N:8]([C:19]2[CH:24]=[CH:23][C:22]([C:25](=[O:27])[NH2:26])=[CH:21][C:20]=2[CH3:28])[C:9]([C:12]2[CH:13]=[CH:14][C:15]([N:18]3[CH:30]=[N:39][N:38]=[N:37]3)=[CH:16][CH:17]=2)=[CH:10][CH:11]=1)[CH3:2]. The catalyst class is: 86. (7) Reactant: [Cl:1][C:2]1[NH:3][C:4](I)=[C:5]([N+:7]([O-:9])=[O:8])[N:6]=1.C(N(CC)CC)C. Product: [Cl:1][C:2]1[NH:3][CH:4]=[C:5]([N+:7]([O-:9])=[O:8])[N:6]=1. The catalyst class is: 178. (8) Reactant: [Cl:1][C:2]1[CH:7]=[CH:6][C:5]([C:8]2([OH:35])[CH2:13][CH2:12][N:11]([CH2:14][CH2:15][CH:16]=[C:17]3[C:23]4[CH:24]=[CH:25][CH:26]=[N:27][C:22]=4[CH2:21][O:20][C:19]4[CH:28]=[CH:29][C:30]([OH:32])=[CH:31][C:18]3=4)[CH2:10][C:9]2([CH3:34])[CH3:33])=[CH:4][CH:3]=1.C(N(CC)CC)C.[CH:43]([N:46]=[C:47]=[O:48])([CH3:45])[CH3:44]. Product: [Cl:1][C:2]1[CH:7]=[CH:6][C:5]([C:8]2([OH:35])[CH2:13][CH2:12][N:11]([CH2:14][CH2:15][CH:16]=[C:17]3[C:23]4[CH:24]=[CH:25][CH:26]=[N:27][C:22]=4[CH2:21][O:20][C:19]4[CH:28]=[CH:29][C:30]([O:32][C:47](=[O:48])[NH:46][CH:43]([CH3:45])[CH3:44])=[CH:31][C:18]3=4)[CH2:10][C:9]2([CH3:33])[CH3:34])=[CH:4][CH:3]=1. The catalyst class is: 7. (9) Reactant: C([O:4][CH:5]1[CH2:10][CH:9]2[N:11]([C:12]([O:14][CH2:15][C:16]3[CH:21]=[CH:20][CH:19]=[CH:18][CH:17]=3)=[O:13])[CH:6]1[CH2:7][C@H:8]2[C:22]([O:24][CH2:25][CH3:26])=[O:23])(=O)C.C1CCN2C(=NCCC2)CC1. Product: [OH:4][CH:5]1[CH2:10][CH:9]2[N:11]([C:12]([O:14][CH2:15][C:16]3[CH:17]=[CH:18][CH:19]=[CH:20][CH:21]=3)=[O:13])[CH:6]1[CH2:7][C@H:8]2[C:22]([O:24][CH2:25][CH3:26])=[O:23]. The catalyst class is: 5.